This data is from Peptide-MHC class II binding affinity with 134,281 pairs from IEDB. The task is: Regression. Given a peptide amino acid sequence and an MHC pseudo amino acid sequence, predict their binding affinity value. This is MHC class II binding data. (1) The peptide sequence is MLRIMASLVLARKHN. The MHC is DRB1_0101 with pseudo-sequence DRB1_0101. The binding affinity (normalized) is 1.00. (2) The peptide sequence is GRKRPIVRILRRVHH. The MHC is DRB3_0101 with pseudo-sequence DRB3_0101. The binding affinity (normalized) is 0.243. (3) The peptide sequence is SHLNAMSKVRKDISE. The MHC is HLA-DQA10501-DQB10402 with pseudo-sequence HLA-DQA10501-DQB10402. The binding affinity (normalized) is 0.478. (4) The peptide sequence is SGGFSTTVSTEQNVP. The MHC is DRB1_0701 with pseudo-sequence DRB1_0701. The binding affinity (normalized) is 0.407. (5) The peptide sequence is EKKKFAATQFEPLAA. The MHC is DRB1_1001 with pseudo-sequence DRB1_1001. The binding affinity (normalized) is 0.565.